Predict the reactants needed to synthesize the given product. From a dataset of Full USPTO retrosynthesis dataset with 1.9M reactions from patents (1976-2016). (1) Given the product [C:1]([O:5][C:6]([N:8]([C:17]1[CH:26]=[CH:25][C:20]([C:21]([OH:23])=[O:22])=[CH:19][C:18]=1[O:27][CH2:28][CH:29]1[CH2:30][CH2:31]1)[S:9]([CH2:12][CH2:13][N:14]([CH3:15])[CH3:16])(=[O:11])=[O:10])=[O:7])([CH3:4])([CH3:2])[CH3:3], predict the reactants needed to synthesize it. The reactants are: [C:1]([O:5][C:6]([N:8]([C:17]1[CH:26]=[CH:25][C:20]([C:21]([O:23]C)=[O:22])=[CH:19][C:18]=1[O:27][CH2:28][CH:29]1[CH2:31][CH2:30]1)[S:9]([CH2:12][CH2:13][N:14]([CH3:16])[CH3:15])(=[O:11])=[O:10])=[O:7])([CH3:4])([CH3:3])[CH3:2].[Li+].[OH-]. (2) Given the product [O:12]1[C:2]2([CH2:3][CH2:4][CH2:5][C:6]3([CH2:11][CH2:10][CH2:9][CH:8]=[CH:7]3)[CH2:1]2)[O:13][CH2:14][CH2:15]1, predict the reactants needed to synthesize it. The reactants are: [CH2:1]1[C:6]2([CH2:11][CH2:10][CH2:9][CH:8]=[CH:7]2)[CH2:5][CH2:4][CH2:3][C:2]1=[O:12].[OH:13][CH2:14][CH2:15]O. (3) Given the product [CH3:7][O:6][C:5]1[C:4]2[C:1]([CH3:2])=[CH:16][O:15][C:14]=2[CH:13]=[CH:12][CH:11]=1, predict the reactants needed to synthesize it. The reactants are: [C:1]([C:4]1[C:14]([OH:15])=[CH:13][CH:12]=[CH:11][C:5]=1[O:6][CH2:7]C(O)=O)(=O)[CH3:2].[C:16](OC(=O)C)(=O)C.C([O-])(=O)C.[Na+]. (4) Given the product [NH2:2][CH2:1][C:3]1[CH:12]=[C:11]2[C:6]([CH2:7][CH2:8][CH:9]([NH:22][C:23](=[O:29])[O:24][C:25]([CH3:27])([CH3:26])[CH3:28])[CH:10]2[CH2:13][C:14]2[CH:19]=[CH:18][C:17]([Cl:20])=[C:16]([Cl:21])[CH:15]=2)=[CH:5][CH:4]=1, predict the reactants needed to synthesize it. The reactants are: [C:1]([C:3]1[CH:12]=[C:11]2[C:6]([CH2:7][CH2:8][CH:9]([NH:22][C:23](=[O:29])[O:24][C:25]([CH3:28])([CH3:27])[CH3:26])[CH:10]2[CH2:13][C:14]2[CH:19]=[CH:18][C:17]([Cl:20])=[C:16]([Cl:21])[CH:15]=2)=[CH:5][CH:4]=1)#[N:2]. (5) Given the product [Br:13][CH2:12][C:3]1[C:2]([I:1])=[CH:11][CH:10]=[CH:9][C:4]=1[C:5]([O:7][CH3:8])=[O:6], predict the reactants needed to synthesize it. The reactants are: [I:1][C:2]1[C:3]([CH3:12])=[C:4]([CH:9]=[CH:10][CH:11]=1)[C:5]([O:7][CH3:8])=[O:6].[Br:13]NC(=O)CCC(N)=O. (6) Given the product [Cl:6][C:7]1[N:8]=[C:9]([Cl:14])[CH:10]=[C:11]([N:1]2[CH2:5][CH2:4][CH2:3][CH2:2]2)[N:12]=1, predict the reactants needed to synthesize it. The reactants are: [NH:1]1[CH2:5][CH2:4][CH2:3][CH2:2]1.[Cl:6][C:7]1[N:12]=[C:11](Cl)[CH:10]=[C:9]([Cl:14])[N:8]=1.C(N(CC)CC)C.O.